From a dataset of Catalyst prediction with 721,799 reactions and 888 catalyst types from USPTO. Predict which catalyst facilitates the given reaction. (1) Reactant: [C:1]1([S:7]([N:10]2[C:14]3=[N:15][CH:16]=[C:17]([C:19]([F:22])([F:21])[F:20])[CH:18]=[C:13]3[CH:12]=[C:11]2[C:23](=[O:30])[CH2:24][CH:25]2[CH2:29][CH2:28][CH2:27][CH2:26]2)(=[O:9])=[O:8])[CH:6]=[CH:5][CH:4]=[CH:3][CH:2]=1.C[Si]([N-][Si](C)(C)C)(C)C.[Li+].[C:41]1([CH3:61])[CH:46]=[CH:45][C:44]([S:47](O[S:47]([C:44]2[CH:45]=[CH:46][C:41]([CH3:61])=[CH:42][CH:43]=2)(=[O:49])=[O:48])(=[O:49])=[O:48])=[CH:43][CH:42]=1. Product: [C:1]1([S:7]([N:10]2[C:14]3=[N:15][CH:16]=[C:17]([C:19]([F:22])([F:21])[F:20])[CH:18]=[C:13]3[CH:12]=[C:11]2[C:23]([O:30][S:47]([C:44]2[CH:45]=[CH:46][C:41]([CH3:61])=[CH:42][CH:43]=2)(=[O:49])=[O:48])=[CH:24][CH:25]2[CH2:29][CH2:28][CH2:27][CH2:26]2)(=[O:8])=[O:9])[CH:2]=[CH:3][CH:4]=[CH:5][CH:6]=1. The catalyst class is: 7. (2) Reactant: [CH:1]1([C:7]2[C:15]3[C:14](=[O:16])[NH:13][C:12]([C:17]4[CH:22]=[CH:21][C:20]([N:23]5[CH2:28][CH2:27][N:26]([CH3:29])[CH2:25][CH2:24]5)=[CH:19][C:18]=4[O:30][CH:31]([F:33])[F:32])=[N:11][C:10]=3[N:9]([CH3:34])[N:8]=2)[CH2:6][CH2:5][CH2:4][CH2:3][CH2:2]1.[CH3:35][S:36]([OH:39])(=[O:38])=[O:37]. Product: [CH3:35][S:36]([OH:39])(=[O:38])=[O:37].[CH:1]1([C:7]2[C:15]3[C:14](=[O:16])[NH:13][C:12]([C:17]4[CH:22]=[CH:21][C:20]([N:23]5[CH2:28][CH2:27][N:26]([CH3:29])[CH2:25][CH2:24]5)=[CH:19][C:18]=4[O:30][CH:31]([F:32])[F:33])=[N:11][C:10]=3[N:9]([CH3:34])[N:8]=2)[CH2:2][CH2:3][CH2:4][CH2:5][CH2:6]1. The catalyst class is: 5. (3) Reactant: Br[C:2]1[C:3]2[N:4]([C:9]([I:12])=[CH:10][N:11]=2)[N:5]=[C:6]([Cl:8])[CH:7]=1.[CH3:13][CH:14]([CH3:17])[CH2:15][NH2:16].O. Product: [Cl:8][C:6]1[CH:7]=[C:2]([NH:16][CH2:15][CH:14]([CH3:17])[CH3:13])[C:3]2[N:4]([C:9]([I:12])=[CH:10][N:11]=2)[N:5]=1. The catalyst class is: 9. (4) Reactant: [C:1]([C:4]1[C:5]([NH:14][C:15]2[C:20]([F:21])=[CH:19][C:18]([N:22]3[CH2:27][CH2:26][N:25]([C:28]([O:30][C:31]([CH3:34])([CH3:33])[CH3:32])=[O:29])[CH2:24][CH2:23]3)=[CH:17][C:16]=2[F:35])=[N:6][C:7]([S:12][CH3:13])=[N:8][C:9]=1[NH:10][NH2:11])(=[O:3])[NH2:2].[CH3:36]OC(OC)OC. Product: [C:1]([C:4]1[C:9]2[N:8]([CH:36]=[N:11][N:10]=2)[C:7]([S:12][CH3:13])=[N:6][C:5]=1[NH:14][C:15]1[C:16]([F:35])=[CH:17][C:18]([N:22]2[CH2:23][CH2:24][N:25]([C:28]([O:30][C:31]([CH3:32])([CH3:34])[CH3:33])=[O:29])[CH2:26][CH2:27]2)=[CH:19][C:20]=1[F:21])(=[O:3])[NH2:2]. The catalyst class is: 9.